The task is: Predict the reactants needed to synthesize the given product.. This data is from Full USPTO retrosynthesis dataset with 1.9M reactions from patents (1976-2016). (1) Given the product [CH2:22]([N:18]1[CH2:17][CH2:16][N:15]([C:10]2[CH:11]=[CH:12][CH:13]=[CH:14][C:9]=2[C:4]2[CH2:5][C:6]([CH3:7])([CH3:8])[C:2]([CH3:21])([CH3:1])[CH:3]=2)[CH2:20][CH2:19]1)[CH:23]([CH3:25])[CH3:24], predict the reactants needed to synthesize it. The reactants are: [CH3:1][C:2]1([CH3:21])[C:6]([CH3:8])([CH3:7])[CH2:5][C:4]([C:9]2[CH:14]=[CH:13][CH:12]=[CH:11][C:10]=2[N:15]2[CH2:20][CH2:19][NH:18][CH2:17][CH2:16]2)=[CH:3]1.[CH:22](=O)[CH:23]([CH3:25])[CH3:24].C(O[BH-](OC(=O)C)OC(=O)C)(=O)C.[Na+].C(O)(=O)C.C(=O)([O-])O.[Na+]. (2) Given the product [C:13]([C:11]1[S:10][C:9]([CH2:15][CH3:16])=[C:8]([CH:7]([NH:17][C:18]2[CH:27]=[CH:26][C:21]([C:22]([O:24][CH3:25])=[O:23])=[CH:20][CH:19]=2)[CH:1]2[CH2:6][CH2:5][CH2:4][CH2:3][CH2:2]2)[CH:12]=1)(=[O:14])[CH2:28][CH2:29][CH3:30], predict the reactants needed to synthesize it. The reactants are: [CH:1]1([CH:7]([NH:17][C:18]2[CH:27]=[CH:26][C:21]([C:22]([O:24][CH3:25])=[O:23])=[CH:20][CH:19]=2)[C:8]2[CH:12]=[C:11]([CH:13]=[O:14])[S:10][C:9]=2[CH2:15][CH3:16])[CH2:6][CH2:5][CH2:4][CH2:3][CH2:2]1.[CH2:28]([Mg]Cl)[CH2:29][CH3:30].C(OCC)C.[Cl-].[NH4+].CC(OI1(OC(C)=O)(OC(C)=O)OC(=O)C2C=CC=CC1=2)=O.S([O-])([O-])=O.[Na+].[Na+].